This data is from hERG Central: cardiac toxicity at 1µM, 10µM, and general inhibition. The task is: Predict hERG channel inhibition at various concentrations. (1) The molecule is Cc1ccc2cc(CN(CCc3ccccc3)C(=S)NCCCN(C)C)c(=O)[nH]c2c1. Results: hERG_inhib (hERG inhibition (general)): blocker. (2) The compound is CCCCCCCCC1=NCCc2c1[nH]c1ccccc21.Cl. Results: hERG_inhib (hERG inhibition (general)): blocker. (3) The compound is CCOc1ccc2[nH]c(=O)c(CN(CC3CCCN3CC)C(=O)NCc3ccccc3)cc2c1. Results: hERG_inhib (hERG inhibition (general)): blocker. (4) The drug is CC(C)N(Cc1ccccc1)C(=S)Nc1ccc(OC(F)F)cc1. Results: hERG_inhib (hERG inhibition (general)): blocker. (5) The drug is CCOc1ccccc1C(=O)NC1CCN(CC(=O)Nc2cc(OC)ccc2OC)CC1. Results: hERG_inhib (hERG inhibition (general)): blocker. (6) The molecule is COc1ccc(C(=O)NC(C)CCc2ccccc2)c(O)c1. Results: hERG_inhib (hERG inhibition (general)): blocker. (7) The drug is CCOC(=O)c1[nH]c2ccc(Br)cc2c1NC(=O)CCN1CCC(C(=O)OCC)CC1. Results: hERG_inhib (hERG inhibition (general)): blocker. (8) The drug is O=C(CCCSc1nc2ccccc2[nH]1)N1CCN(c2ccccc2)CC1. Results: hERG_inhib (hERG inhibition (general)): blocker. (9) The molecule is O=c1c2[nH]c3ccc(Cl)cc3c2ncn1CCN1CCCCC1. Results: hERG_inhib (hERG inhibition (general)): blocker. (10) The drug is CCOC(=O)C1(Cc2cccc(OC)c2)CCN(CCO)CC1. Results: hERG_inhib (hERG inhibition (general)): blocker.